Dataset: Peptide-MHC class II binding affinity with 134,281 pairs from IEDB. Task: Regression. Given a peptide amino acid sequence and an MHC pseudo amino acid sequence, predict their binding affinity value. This is MHC class II binding data. (1) The peptide sequence is HVTRGAFLVRNGKKL. The MHC is DRB1_0801 with pseudo-sequence DRB1_0801. The binding affinity (normalized) is 0.657. (2) The peptide sequence is ILTVSVAVSEGKPTEKHIQI. The MHC is DRB1_1301 with pseudo-sequence DRB1_1301. The binding affinity (normalized) is 0.